The task is: Predict the product of the given reaction.. This data is from Forward reaction prediction with 1.9M reactions from USPTO patents (1976-2016). (1) Given the reactants [Cl:1][C:2]1[C:10]2[O:9][CH2:8][CH:7]([OH:11])[C:6]=2[C:5]([CH:12]2[C@H:17]([O:18][CH2:19][C:20]3[CH:25]=[CH:24][CH:23]=[CH:22][CH:21]=3)[C@@H:16]([O:26][CH2:27][C:28]3[CH:33]=[CH:32][CH:31]=[CH:30][CH:29]=3)[C@H:15]([O:34][CH2:35][C:36]3[CH:41]=[CH:40][CH:39]=[CH:38][CH:37]=3)[C@@H:14]([CH2:42][O:43][CH2:44][C:45]3[CH:50]=[CH:49][CH:48]=[CH:47][CH:46]=3)[O:13]2)=[CH:4][C:3]=1[CH2:51][C:52]1[CH:57]=[CH:56][C:55]([O:58][CH2:59][CH3:60])=[CH:54][CH:53]=1.I[CH3:62].[H-].[Na+], predict the reaction product. The product is: [Cl:1][C:2]1[C:10]2[O:9][CH2:8][CH:7]([O:11][CH3:62])[C:6]=2[C:5]([CH:12]2[C@H:17]([O:18][CH2:19][C:20]3[CH:25]=[CH:24][CH:23]=[CH:22][CH:21]=3)[C@@H:16]([O:26][CH2:27][C:28]3[CH:33]=[CH:32][CH:31]=[CH:30][CH:29]=3)[C@H:15]([O:34][CH2:35][C:36]3[CH:41]=[CH:40][CH:39]=[CH:38][CH:37]=3)[C@@H:14]([CH2:42][O:43][CH2:44][C:45]3[CH:46]=[CH:47][CH:48]=[CH:49][CH:50]=3)[O:13]2)=[CH:4][C:3]=1[CH2:51][C:52]1[CH:57]=[CH:56][C:55]([O:58][CH2:59][CH3:60])=[CH:54][CH:53]=1. (2) Given the reactants Cl[C:2]1[N:12]=[C:11]([NH:13][C:14]2[CH:23]=[C:22]3[C:17]([CH2:18][CH2:19][N:20]([C:24]([O:26][C:27]([CH3:30])([CH3:29])[CH3:28])=[O:25])[CH2:21]3)=[CH:16][C:15]=2[O:31][CH3:32])[C:5]2[C:6](=[O:10])[NH:7][N:8]=[CH:9][C:4]=2[CH:3]=1.[Br-].[Cl:34][C:35]1[CH:42]=[CH:41][CH:40]=[C:39]([Cl:43])[C:36]=1[CH2:37][Zn+].O, predict the reaction product. The product is: [Cl:34][C:35]1[CH:42]=[CH:41][CH:40]=[C:39]([Cl:43])[C:36]=1[CH2:37][C:2]1[N:12]=[C:11]([NH:13][C:14]2[CH:23]=[C:22]3[C:17]([CH2:18][CH2:19][N:20]([C:24]([O:26][C:27]([CH3:30])([CH3:29])[CH3:28])=[O:25])[CH2:21]3)=[CH:16][C:15]=2[O:31][CH3:32])[C:5]2[C:6](=[O:10])[NH:7][N:8]=[CH:9][C:4]=2[CH:3]=1. (3) The product is: [CH2:27]([N:19]1[CH2:20][CH2:21][C:11]2([NH:10][C:9]3[CH:8]=[C:7]([C:4]4[CH:5]=[CH:6][N:1]=[CH:2][CH:3]=4)[S:15][C:14]=3[C:13](=[O:16])[NH:12]2)[CH2:17][CH2:18]1)[CH3:28]. Given the reactants [N:1]1[CH:6]=[CH:5][C:4]([C:7]2[S:15][C:14]3[C:13](=[O:16])[NH:12][C:11]4([CH2:21][CH2:20][NH:19][CH2:18][CH2:17]4)[NH:10][C:9]=3[CH:8]=2)=[CH:3][CH:2]=1.CN(C=O)C.[C:27](O[BH-](OC(=O)C)OC(=O)C)(=O)[CH3:28].[Na+], predict the reaction product. (4) The product is: [CH2:13]([N:7]1[C:2](=[O:1])[CH:3]=[CH:4][CH:5]=[C:6]1[C:8]([OH:10])=[O:9])[C:14]1[CH:19]=[CH:18][CH:17]=[CH:16][CH:15]=1. Given the reactants [OH:1][C:2]1[N:7]=[C:6]([C:8]([OH:10])=[O:9])[CH:5]=[CH:4][CH:3]=1.[OH-].[K+].[CH2:13](Br)[C:14]1[CH:19]=[CH:18][CH:17]=[CH:16][CH:15]=1.O, predict the reaction product.